From a dataset of Forward reaction prediction with 1.9M reactions from USPTO patents (1976-2016). Predict the product of the given reaction. (1) Given the reactants [SH:1][C:2]1[N:7]=[C:6]2[CH2:8][CH2:9][CH2:10][CH2:11][CH2:12][C:5]2=[CH:4][C:3]=1[C:13]#[N:14].Br[CH2:16][C:17]([NH:19][C:20]1[S:21][C:22]([C:25]2[CH:30]=[CH:29][CH:28]=[CH:27][CH:26]=2)=[N:23][N:24]=1)=[O:18].[O-]CC.[Na+], predict the reaction product. The product is: [NH2:14][C:13]1[C:3]2[CH:4]=[C:5]3[CH2:12][CH2:11][CH2:10][CH2:9][CH2:8][C:6]3=[N:7][C:2]=2[S:1][C:16]=1[C:17]([NH:19][C:20]1[S:21][C:22]([C:25]2[CH:30]=[CH:29][CH:28]=[CH:27][CH:26]=2)=[N:23][N:24]=1)=[O:18]. (2) Given the reactants FC(F)(F)S(O[C:7]1[CH2:12][CH2:11][N:10]([C:13]([O:15][C:16]([CH3:19])([CH3:18])[CH3:17])=[O:14])[CH2:9][CH:8]=1)(=O)=O.[CH3:22][O:23][C:24]1[CH:29]=[C:28](B2OC(C)(C)C(C)(C)O2)[CH:27]=[CH:26][C:25]=1[NH:39][C:40](=[O:46])[O:41][C:42]([CH3:45])([CH3:44])[CH3:43].C([O-])(O)=O.[Na+].C(OCC)(=O)C, predict the reaction product. The product is: [C:42]([O:41][C:40]([NH:39][C:25]1[CH:26]=[CH:27][C:28]([C:7]2[CH2:12][CH2:11][N:10]([C:13]([O:15][C:16]([CH3:19])([CH3:18])[CH3:17])=[O:14])[CH2:9][CH:8]=2)=[CH:29][C:24]=1[O:23][CH3:22])=[O:46])([CH3:45])([CH3:44])[CH3:43].